From a dataset of Full USPTO retrosynthesis dataset with 1.9M reactions from patents (1976-2016). Predict the reactants needed to synthesize the given product. (1) Given the product [C:51]([O:50][C:48]([C:47]1[CH:46]=[C:45]([CH:57]=[CH:56][CH:55]=1)[CH2:44][N:3]1[C:2](=[O:1])[C:6]2([CH2:7][CH2:8][N:9]([C:12]([O:14][CH2:15][C:16]3[CH:17]=[CH:18][CH:19]=[CH:20][CH:21]=3)=[O:13])[CH2:10][CH2:11]2)[N:5]([C:22]2[CH:27]=[CH:26][CH:25]=[CH:24][CH:23]=2)[CH2:4]1)=[O:49])([CH3:54])([CH3:52])[CH3:53], predict the reactants needed to synthesize it. The reactants are: [O:1]=[C:2]1[C:6]2([CH2:11][CH2:10][N:9]([C:12]([O:14][CH2:15][C:16]3[CH:21]=[CH:20][CH:19]=[CH:18][CH:17]=3)=[O:13])[CH2:8][CH2:7]2)[N:5]([C:22]2[CH:27]=[CH:26][CH:25]=[CH:24][CH:23]=2)[CH2:4][NH:3]1.C[Si]([N-][Si](C)(C)C)(C)C.[Na+].O1CCCC1.Br[CH2:44][C:45]1[CH:46]=[C:47]([CH:55]=[CH:56][CH:57]=1)[C:48]([O:50][C:51]([CH3:54])([CH3:53])[CH3:52])=[O:49]. (2) The reactants are: [Cl:1][C:2]1[CH:15]=[CH:14][C:13]([N+:16]([O-:18])=[O:17])=[CH:12][C:3]=1[N:4]=[C:5]1[NH:11][CH2:10][CH2:9][CH2:8][CH2:7][NH:6]1.CC(C)([O-])C.[K+]. Given the product [Cl:1][C:2]1[C:3]2[N:4]=[C:5]3[NH:6][CH2:7][CH2:8][CH2:9][CH2:10][N:11]3[C:12]=2[C:13]([N+:16]([O-:18])=[O:17])=[CH:14][CH:15]=1, predict the reactants needed to synthesize it. (3) The reactants are: [Br:1][C:2]1[CH:7]=[CH:6][CH:5]=[CH:4][C:3]=1[S:8](Cl)(=[O:10])=[O:9].[CH:12]1([NH2:18])[CH2:17][CH2:16][CH2:15][CH2:14][CH2:13]1.N1C=CC=CC=1.Cl. Given the product [Br:1][C:2]1[CH:7]=[CH:6][CH:5]=[CH:4][C:3]=1[S:8]([NH:18][CH:12]1[CH2:17][CH2:16][CH2:15][CH2:14][CH2:13]1)(=[O:10])=[O:9], predict the reactants needed to synthesize it. (4) The reactants are: [C:1]([NH:4][CH2:5][C@H:6]1[C@@H:10]2[CH2:11][C:12]3[CH:13]=[C:14]([C:18]4[CH2:23][CH2:22][N:21](C(OC(C)(C)C)=O)[CH2:20][CH:19]=4)[CH:15]=[CH:16][C:17]=3[N:9]2[C:8](=[O:31])[O:7]1)(=[O:3])[CH3:2].[C:32]([OH:38])([C:34]([F:37])([F:36])[F:35])=[O:33]. Given the product [F:35][C:34]([F:37])([F:36])[C:32]([OH:38])=[O:33].[O:31]=[C:8]1[N:9]2[C:17]3[CH:16]=[CH:15][C:14]([C:18]4[CH2:23][CH2:22][NH:21][CH2:20][CH:19]=4)=[CH:13][C:12]=3[CH2:11][C@H:10]2[C@H:6]([CH2:5][NH:4][C:1](=[O:3])[CH3:2])[O:7]1, predict the reactants needed to synthesize it. (5) Given the product [C:33]([N:29]1[CH2:30][CH:27]([C:20]2[C:21]([CH3:26])=[C:22]([CH:25]=[C:18]([CH:16]([N:10]3[C:6]4=[N:7][CH:8]=[N:9][C:4]([NH2:3])=[C:5]4[C:12]([CH:13]([F:14])[F:15])=[N:11]3)[CH3:17])[C:19]=2[O:31][CH3:32])[C:23]#[N:24])[CH2:28]1)(=[O:35])[CH3:34], predict the reactants needed to synthesize it. The reactants are: Cl.Cl.[NH2:3][C:4]1[N:9]=[CH:8][N:7]=[C:6]2[N:10]([CH:16]([C:18]3[C:19]([O:31][CH3:32])=[C:20]([CH:27]4[CH2:30][NH:29][CH2:28]4)[C:21]([CH3:26])=[C:22]([CH:25]=3)[C:23]#[N:24])[CH3:17])[N:11]=[C:12]([CH:13]([F:15])[F:14])[C:5]=12.[C:33](Cl)(=[O:35])[CH3:34].C(N(CC)CC)C. (6) Given the product [CH2:1]([O:3][C:4]([C:6]1[C:10]([C:11]2[CH:16]=[CH:15][CH:14]=[CH:13][C:12]=2[Cl:17])=[CH:9][S:8][C:7]=1[N:18]1[C:22](=[O:23])[C:21]2[C:20](=[CH:28][CH:27]=[CH:26][CH:25]=2)[C:19]1=[O:24])=[O:5])[CH3:2], predict the reactants needed to synthesize it. The reactants are: [CH2:1]([O:3][C:4]([C:6]1[C:10]([C:11]2[CH:16]=[CH:15][CH:14]=[CH:13][C:12]=2[Cl:17])=[CH:9][S:8][C:7]=1[NH2:18])=[O:5])[CH3:2].[C:19]1(=O)[O:24][C:22](=[O:23])[C:21]2=[CH:25][CH:26]=[CH:27][CH:28]=[C:20]12. (7) Given the product [CH3:30][N:9]([C:10](=[C:23]([C:24]#[N:25])[C:26]#[N:27])[N:11]1[CH2:12][CH2:13][CH:14]([N:17]2[CH2:22][CH2:21][CH2:20][CH2:19][CH2:18]2)[CH2:15][CH2:16]1)[CH2:8][CH2:7][N:1]1[CH2:2][CH2:3][CH2:4][CH2:5][CH2:6]1, predict the reactants needed to synthesize it. The reactants are: [N:1]1([CH2:7][CH2:8][NH:9][C:10](=[C:23]([C:26]#[N:27])[C:24]#[N:25])[N:11]2[CH2:16][CH2:15][CH:14]([N:17]3[CH2:22][CH2:21][CH2:20][CH2:19][CH2:18]3)[CH2:13][CH2:12]2)[CH2:6][CH2:5][CH2:4][CH2:3][CH2:2]1.[H-].[Na+].[CH3:30]I. (8) Given the product [F:1][C:2]1[CH:7]=[C:6]([O:38][CH2:37][CH2:36][N:34]2[CH2:35][CH:32]([CH2:31][F:30])[CH2:33]2)[CH:5]=[C:4]([F:9])[C:3]=1[C@@H:10]1[C:15]2[NH:16][C:17]3[C:22]([C:14]=2[CH2:13][C@@H:12]([CH3:23])[N:11]1[CH2:24][C:25]([F:29])([F:28])[CH2:26][OH:27])=[CH:21][CH:20]=[CH:19][CH:18]=3, predict the reactants needed to synthesize it. The reactants are: [F:1][C:2]1[CH:7]=[C:6](I)[CH:5]=[C:4]([F:9])[C:3]=1[C@@H:10]1[C:15]2[NH:16][C:17]3[C:22]([C:14]=2[CH2:13][C@@H:12]([CH3:23])[N:11]1[CH2:24][C:25]([F:29])([F:28])[CH2:26][OH:27])=[CH:21][CH:20]=[CH:19][CH:18]=3.[F:30][CH2:31][CH:32]1[CH2:35][N:34]([CH2:36][CH2:37][OH:38])[CH2:33]1.C([O-])([O-])=O.[K+].[K+]. (9) Given the product [Cl:1][C:2]1[N:7]=[C:6]([Cl:8])[C:5]([CH:9]([OH:10])[CH:19]=[CH2:20])=[C:4]([C:11]([C:13]2[CH:18]=[CH:17][CH:16]=[CH:15][CH:14]=2)=[CH2:12])[N:3]=1, predict the reactants needed to synthesize it. The reactants are: [Cl:1][C:2]1[N:7]=[C:6]([Cl:8])[C:5]([CH:9]=[O:10])=[C:4]([C:11]([C:13]2[CH:18]=[CH:17][CH:16]=[CH:15][CH:14]=2)=[CH2:12])[N:3]=1.[CH:19]([Mg]Br)=[CH2:20].[NH4+].[Cl-].C(OCC)(=O)C.